The task is: Predict the reactants needed to synthesize the given product.. This data is from Full USPTO retrosynthesis dataset with 1.9M reactions from patents (1976-2016). (1) The reactants are: [CH3:1][O:2][C:3](=[O:13])[CH:4]=[CH:5][C:6]1[CH:7]=[N:8][C:9](Br)=[CH:10][CH:11]=1.[NH:14]1[CH2:19][CH2:18]C[CH2:16][CH2:15]1.CC[O:22]C(C)=O. Given the product [CH3:1][O:2][C:3](=[O:13])[CH:4]=[CH:5][C:6]1[CH:7]=[N:8][C:9]([N:14]2[CH2:19][CH2:18][O:22][CH2:16][CH2:15]2)=[CH:10][CH:11]=1, predict the reactants needed to synthesize it. (2) The reactants are: [CH3:1][O:2][C:3]1[N:8]=[C:7]([CH2:9]O)[CH:6]=[CH:5][CH:4]=1.S(Cl)([Cl:13])=O.C(=O)([O-])O.[Na+]. Given the product [Cl:13][CH2:9][C:7]1[CH:6]=[CH:5][CH:4]=[C:3]([O:2][CH3:1])[N:8]=1, predict the reactants needed to synthesize it. (3) Given the product [CH3:1][O:2][C:3]1[CH:4]=[N:5][C:6]2[C:11]([CH:12]=1)=[C:10]([CH2:13][CH2:14][CH2:15][C@@H:16]1[CH2:21][CH2:20][N:19]([CH2:22][CH2:23][S:24][C:25]3[S:26][CH:27]=[CH:28][CH:29]=3)[CH2:18][C@@H:17]1[CH2:30][CH2:31][O:32][C:35](=[O:36])[NH2:37])[CH:9]=[CH:8][CH:7]=2, predict the reactants needed to synthesize it. The reactants are: [CH3:1][O:2][C:3]1[CH:4]=[N:5][C:6]2[C:11]([CH:12]=1)=[C:10]([CH2:13][CH2:14][CH2:15][C@H:16]1[CH2:21][CH2:20][N:19]([CH2:22][CH2:23][S:24][C:25]3[S:26][CH:27]=[CH:28][CH:29]=3)[CH2:18][C@@H:17]1[CH2:30][CH2:31][OH:32])[CH:9]=[CH:8][CH:7]=2.ClC(Cl)(Cl)[C:35]([N:37]=C=O)=[O:36]. (4) Given the product [Br:1][C:2]1[CH:3]=[C:4]([CH:7]=[CH:8][C:9]=1[S:10][CH2:11][CH2:12][CH2:13][CH2:14][CH2:15][C:16]1[CH:21]=[CH:20][CH:19]=[CH:18][CH:17]=1)[CH2:5][NH:22][CH2:23][CH2:24][CH2:25][P:26](=[O:27])([OH:29])[OH:28], predict the reactants needed to synthesize it. The reactants are: [Br:1][C:2]1[CH:3]=[C:4]([CH:7]=[CH:8][C:9]=1[S:10][CH2:11][CH2:12][CH2:13][CH2:14][CH2:15][C:16]1[CH:21]=[CH:20][CH:19]=[CH:18][CH:17]=1)[CH:5]=O.[NH2:22][CH2:23][CH2:24][CH2:25][P:26](=[O:29])([OH:28])[OH:27].[OH-].C([N+](CCCC)(CCCC)CCCC)CCC.[BH4-].[Na+]. (5) Given the product [CH3:33][O:34][C:35](=[O:38])[CH:36]=[CH:37][N:19]1[C:20]2[C:16](=[CH:15][C:14]([CH2:13][CH2:12][C:11]3[C:2]([CH3:1])=[N:3][C:4]4[C:9]([CH:10]=3)=[CH:8][CH:7]=[CH:6][N:5]=4)=[CH:22][CH:21]=2)[CH:17]=[CH:18]1, predict the reactants needed to synthesize it. The reactants are: [CH3:1][C:2]1[C:11]([CH2:12][CH2:13][C:14]2[CH:15]=[C:16]3[C:20](=[CH:21][CH:22]=2)[N:19]([Si](C(C)C)(C(C)C)C(C)C)[CH:18]=[CH:17]3)=[CH:10][C:9]2[C:4](=[N:5][CH:6]=[CH:7][CH:8]=2)[N:3]=1.[CH3:33][O:34][C:35](=[O:38])[C:36]#[CH:37].[F-].C([N+](CCCC)(CCCC)CCCC)CCC. (6) The reactants are: [CH:1]([O:4][C:5]1[CH:6]=[C:7]([CH:22]=[C:23]([C:25](=[O:33])[NH:26][C:27]2[CH:31]=[CH:30][N:29]([CH3:32])[N:28]=2)[CH:24]=1)[O:8][C:9]1[N:10]=[CH:11][C:12]([C:15]([O:17]C(C)(C)C)=[O:16])=[N:13][CH:14]=1)([CH3:3])[CH3:2].FC(F)(F)C(O)=O. Given the product [CH:1]([O:4][C:5]1[CH:6]=[C:7]([CH:22]=[C:23]([C:25](=[O:33])[NH:26][C:27]2[CH:31]=[CH:30][N:29]([CH3:32])[N:28]=2)[CH:24]=1)[O:8][C:9]1[N:10]=[CH:11][C:12]([C:15]([OH:17])=[O:16])=[N:13][CH:14]=1)([CH3:3])[CH3:2], predict the reactants needed to synthesize it. (7) Given the product [C:27]([C:3]1[CH:4]=[C:5]([NH:8][C:9]([C:11]2[CH:12]=[N:13][N:14]([C:17]3[CH:22]=[CH:21][C:20]([C:23]([F:26])([F:24])[F:25])=[CH:19][N:18]=3)[C:15]=2[CH3:16])=[O:10])[CH:6]=[N:7][C:2]=1[C:37]1[CH2:42][CH2:41][CH:40]([N:43]2[CH2:44][CH2:45][O:46][CH2:47][CH2:48]2)[CH2:39][CH:38]=1)#[N:28], predict the reactants needed to synthesize it. The reactants are: Cl[C:2]1[N:7]=[CH:6][C:5]([NH:8][C:9]([C:11]2[CH:12]=[N:13][N:14]([C:17]3[CH:22]=[CH:21][C:20]([C:23]([F:26])([F:25])[F:24])=[CH:19][N:18]=3)[C:15]=2[CH3:16])=[O:10])=[CH:4][C:3]=1[C:27]#[N:28].CC1(C)C(C)(C)OB([C:37]2[CH2:42][CH2:41][CH:40]([N:43]3[CH2:48][CH2:47][O:46][CH2:45][CH2:44]3)[CH2:39][CH:38]=2)O1. (8) Given the product [CH:34]1[C:35]2[C:40](=[CH:39][CH:38]=[CH:37][CH:36]=2)[CH:41]=[CH:42][C:33]=1[NH:32][C:6]1[S:7][C:8]([NH:9][C:10](=[O:11])[C:12]2[CH:13]=[CH:14][C:15]([CH2:16][N:17]3[CH2:18][CH2:19][NH:20][CH2:21][CH2:22]3)=[CH:30][CH:31]=2)=[C:4]([C:1]([NH2:2])=[O:3])[N:5]=1, predict the reactants needed to synthesize it. The reactants are: [C:1]([C:4]1[N:5]=[C:6]([NH:32][C:33]2[CH:42]=[CH:41][C:40]3[C:35](=[CH:36][CH:37]=[CH:38][CH:39]=3)[CH:34]=2)[S:7][C:8]=1[NH:9][C:10]([C:12]1[CH:31]=[CH:30][C:15]([CH2:16][N:17]2[CH2:22][CH2:21][N:20](C(OC(C)(C)C)=O)[CH2:19][CH2:18]2)=[CH:14][CH:13]=1)=[O:11])(=[O:3])[NH2:2]. (9) Given the product [CH2:10]([OH:11])[C:7]1[CH:8]=[CH:9][C:3]2[O:2][CH2:1][O:5][C:4]=2[CH:6]=1, predict the reactants needed to synthesize it. The reactants are: [CH2:1]1[O:5][C:4]2[CH:6]=[C:7]([CH:10]=[O:11])[CH:8]=[CH:9][C:3]=2[O:2]1.[H][H].